Predict the reactants needed to synthesize the given product. From a dataset of Full USPTO retrosynthesis dataset with 1.9M reactions from patents (1976-2016). Given the product [CH3:27][O:26][C:17]1[CH:16]=[CH:15][N:14]=[C:13]2[C:12]([C:29]3[CH:34]=[CH:33][C:32]([O:35][CH3:36])=[CH:31][N:30]=3)=[C:11]([C:9]3[CH:8]=[CH:7][N:6]=[C:5]([NH:4][C:1](=[O:3])[CH3:2])[CH:10]=3)[NH:19][C:18]=12, predict the reactants needed to synthesize it. The reactants are: [C:1]([NH:4][C:5]1[CH:10]=[C:9]([C:11]#[C:12][C:13]2[C:18]([NH:19]C(=O)C(F)(F)F)=[C:17]([O:26][CH3:27])[CH:16]=[CH:15][N:14]=2)[CH:8]=[CH:7][N:6]=1)(=[O:3])[CH3:2].Br[C:29]1[CH:34]=[CH:33][C:32]([O:35][CH3:36])=[CH:31][N:30]=1.C([O-])([O-])=O.[Cs+].[Cs+].